From a dataset of Peptide-MHC class I binding affinity with 185,985 pairs from IEDB/IMGT. Regression. Given a peptide amino acid sequence and an MHC pseudo amino acid sequence, predict their binding affinity value. This is MHC class I binding data. (1) The peptide sequence is GIADIRDKY. The binding affinity (normalized) is 0. The MHC is HLA-A31:01 with pseudo-sequence HLA-A31:01. (2) The MHC is Patr-A0301 with pseudo-sequence Patr-A0301. The peptide sequence is QAGFFLLTRI. The binding affinity (normalized) is 0.472.